Task: Regression. Given two drug SMILES strings and cell line genomic features, predict the synergy score measuring deviation from expected non-interaction effect.. Dataset: NCI-60 drug combinations with 297,098 pairs across 59 cell lines (1) Drug 1: CC1C(C(CC(O1)OC2CC(CC3=C2C(=C4C(=C3O)C(=O)C5=C(C4=O)C(=CC=C5)OC)O)(C(=O)CO)O)N)O.Cl. Drug 2: CC1=C(N=C(N=C1N)C(CC(=O)N)NCC(C(=O)N)N)C(=O)NC(C(C2=CN=CN2)OC3C(C(C(C(O3)CO)O)O)OC4C(C(C(C(O4)CO)O)OC(=O)N)O)C(=O)NC(C)C(C(C)C(=O)NC(C(C)O)C(=O)NCCC5=NC(=CS5)C6=NC(=CS6)C(=O)NCCC[S+](C)C)O. Cell line: T-47D. Synergy scores: CSS=9.30, Synergy_ZIP=-0.516, Synergy_Bliss=-0.359, Synergy_Loewe=-2.70, Synergy_HSA=1.04. (2) Drug 1: CC1=CC2C(CCC3(C2CCC3(C(=O)C)OC(=O)C)C)C4(C1=CC(=O)CC4)C. Drug 2: C1CC(=O)NC(=O)C1N2C(=O)C3=CC=CC=C3C2=O. Cell line: SR. Synergy scores: CSS=1.97, Synergy_ZIP=4.67, Synergy_Bliss=5.46, Synergy_Loewe=3.84, Synergy_HSA=4.89. (3) Drug 1: C1=CN(C(=O)N=C1N)C2C(C(C(O2)CO)O)O.Cl. Drug 2: CC12CCC3C(C1CCC2O)C(CC4=C3C=CC(=C4)O)CCCCCCCCCS(=O)CCCC(C(F)(F)F)(F)F. Cell line: SK-MEL-5. Synergy scores: CSS=18.0, Synergy_ZIP=-5.24, Synergy_Bliss=0.00416, Synergy_Loewe=0.318, Synergy_HSA=0.752. (4) Drug 1: CC(C)CN1C=NC2=C1C3=CC=CC=C3N=C2N. Drug 2: CC1C(C(CC(O1)OC2CC(CC3=C2C(=C4C(=C3O)C(=O)C5=C(C4=O)C(=CC=C5)OC)O)(C(=O)CO)O)N)O.Cl. Cell line: A498. Synergy scores: CSS=46.8, Synergy_ZIP=-2.98, Synergy_Bliss=-3.57, Synergy_Loewe=-14.4, Synergy_HSA=-0.572. (5) Synergy scores: CSS=22.0, Synergy_ZIP=-4.81, Synergy_Bliss=1.17, Synergy_Loewe=-86.7, Synergy_HSA=-0.846. Drug 2: C(=O)(N)NO. Drug 1: CCC1=C2CN3C(=CC4=C(C3=O)COC(=O)C4(CC)O)C2=NC5=C1C=C(C=C5)O. Cell line: ACHN. (6) Drug 1: CC1=CC2C(CCC3(C2CCC3(C(=O)C)OC(=O)C)C)C4(C1=CC(=O)CC4)C. Drug 2: C1C(C(OC1N2C=NC3=C(N=C(N=C32)Cl)N)CO)O. Cell line: MOLT-4. Synergy scores: CSS=59.2, Synergy_ZIP=-4.95, Synergy_Bliss=-6.51, Synergy_Loewe=-56.8, Synergy_HSA=-3.76. (7) Drug 1: CS(=O)(=O)OCCCCOS(=O)(=O)C. Drug 2: C1=NNC2=C1C(=O)NC=N2. Cell line: T-47D. Synergy scores: CSS=11.3, Synergy_ZIP=-7.51, Synergy_Bliss=-5.65, Synergy_Loewe=-1.93, Synergy_HSA=-1.67. (8) Drug 1: COC1=NC(=NC2=C1N=CN2C3C(C(C(O3)CO)O)O)N. Drug 2: CC(C)CN1C=NC2=C1C3=CC=CC=C3N=C2N. Cell line: OVCAR-5. Synergy scores: CSS=0.151, Synergy_ZIP=5.58, Synergy_Bliss=0.461, Synergy_Loewe=-4.30, Synergy_HSA=-0.356. (9) Drug 1: CCCS(=O)(=O)NC1=C(C(=C(C=C1)F)C(=O)C2=CNC3=C2C=C(C=N3)C4=CC=C(C=C4)Cl)F. Drug 2: C1=CC(=CC=C1C#N)C(C2=CC=C(C=C2)C#N)N3C=NC=N3. Cell line: MCF7. Synergy scores: CSS=2.00, Synergy_ZIP=2.47, Synergy_Bliss=4.18, Synergy_Loewe=3.17, Synergy_HSA=2.87.